This data is from Forward reaction prediction with 1.9M reactions from USPTO patents (1976-2016). The task is: Predict the product of the given reaction. Given the reactants CC[N:3]=C=NCCCN(C)C.Cl.C1C=[CH:15][C:16]2[N:21](O)[N:20]=[N:19]C=2C=1.[CH2:23]([C:25]1[CH:30]=[CH:29][C:28]([C:31]2[CH:36]=[CH:35][C:34]([C:37]([OH:39])=O)=[CH:33][CH:32]=2)=[CH:27][CH:26]=1)[CH3:24].CCN(C(C)C)C(C)C.CCCCCC.C[CH2:56][O:57][C:58]([CH3:60])=[O:59], predict the reaction product. The product is: [CH3:56][O:57][C:58](=[O:59])[C@@H:60]([NH:3][C:37]([C:34]1[CH:33]=[CH:32][C:31]([C:28]2[CH:27]=[CH:26][C:25]([CH2:23][CH3:24])=[CH:30][CH:29]=2)=[CH:36][CH:35]=1)=[O:39])[C@H:16]([N:21]=[N+:20]=[N-:19])[CH3:15].